From a dataset of Forward reaction prediction with 1.9M reactions from USPTO patents (1976-2016). Predict the product of the given reaction. (1) The product is: [Br:27][C:16]1[C:15](=[O:26])[NH:14][C:13]2[N:12]=[C:11]([S:10][CH2:9][C:3]3[CH:4]=[CH:5][CH:6]=[C:7]([F:8])[C:2]=3[F:1])[N:20]=[C:19]([NH:21][C@H:22]([CH3:25])[CH2:23][OH:24])[C:18]=2[N:17]=1. Given the reactants [F:1][C:2]1[C:7]([F:8])=[CH:6][CH:5]=[CH:4][C:3]=1[CH2:9][S:10][C:11]1[N:20]=[C:19]([NH:21][C@H:22]([CH3:25])[CH2:23][OH:24])[C:18]2[N:17]=[CH:16][C:15](=[O:26])[NH:14][C:13]=2[N:12]=1.[Br:27]Br, predict the reaction product. (2) Given the reactants COC[N:4]([C:13]1[CH:14]=[CH:15][CH:16]=[C:17]2[C:21]=1[N:20](COC)[C:19]([C:25]1[N:29]=[CH:28][N:27]([CH3:30])[N:26]=1)=[CH:18]2)[S:5]([C:8]1[S:9][CH:10]=[CH:11][CH:12]=1)(=[O:7])=[O:6].Cl.C(=O)(O)[O-].[Na+], predict the reaction product. The product is: [CH3:30][N:27]1[CH:28]=[N:29][C:25]([C:19]2[NH:20][C:21]3[C:17]([CH:18]=2)=[CH:16][CH:15]=[CH:14][C:13]=3[NH:4][S:5]([C:8]2[S:9][CH:10]=[CH:11][CH:12]=2)(=[O:6])=[O:7])=[N:26]1. (3) Given the reactants C(N(CC)CC)C.[Br:8][C:9]1[CH:10]=[C:11]([CH:15]=[C:16]([I:18])[CH:17]=1)[C:12]([OH:14])=O.[NH2:19][C:20]1[CH:25]=[CH:24][C:23]([CH2:26][CH3:27])=[CH:22][C:21]=1[CH2:28][C:29]([O:31][C:32]([CH3:35])([CH3:34])[CH3:33])=[O:30].CN(C(ON1N=NC2C=CC=NC1=2)=[N+](C)C)C.F[P-](F)(F)(F)(F)F, predict the reaction product. The product is: [Br:8][C:9]1[CH:10]=[C:11]([CH:15]=[C:16]([I:18])[CH:17]=1)[C:12]([NH:19][C:20]1[CH:25]=[CH:24][C:23]([CH2:26][CH3:27])=[CH:22][C:21]=1[CH2:28][C:29]([O:31][C:32]([CH3:33])([CH3:35])[CH3:34])=[O:30])=[O:14]. (4) The product is: [Cl:22][C:11]1[C:10]([O:9][CH2:8][CH2:7][N:1]2[CH:5]=[N:4][N:3]=[N:2]2)=[C:20]([Cl:21])[CH:19]=[CH:18][C:12]=1[C:13]([O:15][CH2:16][CH3:17])=[O:14].[Cl:22][C:11]1[C:10]([O:9][CH2:8][CH2:7][N:2]2[NH:3][N:4]=[CH:5][NH:1]2)=[C:20]([Cl:21])[CH:19]=[CH:18][C:12]=1[C:13]([O:15][CH2:16][CH3:17])=[O:14]. Given the reactants [NH:1]1[CH:5]=[N:4][N:3]=[N:2]1.Br[CH2:7][CH2:8][O:9][C:10]1[C:11]([Cl:22])=[C:12]([CH:18]=[CH:19][C:20]=1[Cl:21])[C:13]([O:15][CH2:16][CH3:17])=[O:14].C(=O)([O-])[O-].[K+].[K+].[I-].[Na+], predict the reaction product.